From a dataset of Full USPTO retrosynthesis dataset with 1.9M reactions from patents (1976-2016). Predict the reactants needed to synthesize the given product. (1) Given the product [F:8][C:9]([F:34])([F:35])[C:10]1[CH:11]=[C:12]([CH:27]=[C:28]([C:30]([F:32])([F:31])[F:33])[CH:29]=1)[CH2:13][O:14][CH2:15][C:16]([OH:20])([C:21]1[CH:26]=[CH:25][CH:24]=[CH:23][CH:22]=1)[CH2:17][CH2:18][NH:19][C:2](=[O:1])[C:4]([F:7])([F:6])[F:5], predict the reactants needed to synthesize it. The reactants are: [OH:1][C:2]([C:4]([F:7])([F:6])[F:5])=O.[F:8][C:9]([F:35])([F:34])[C:10]1[CH:11]=[C:12]([CH:27]=[C:28]([C:30]([F:33])([F:32])[F:31])[CH:29]=1)[CH2:13][O:14][CH2:15][C:16]([C:21]1[CH:26]=[CH:25][CH:24]=[CH:23][CH:22]=1)([OH:20])[CH2:17][CH2:18][NH2:19].C(N(CC)CC)C.FC(F)(F)C(OC(=O)C(F)(F)F)=O. (2) The reactants are: O.[OH-].[Li+].C([O:6][C:7]([C:9]1[N:10]=[C:11]([CH:14]([NH:16][C:17](=[O:23])[O:18][C:19]([CH3:22])([CH3:21])[CH3:20])[CH3:15])[S:12][CH:13]=1)=[O:8])C. Given the product [C:7]([C:9]1[N:10]=[C:11]([CH:14]([NH:16][C:17](=[O:23])[O:18][C:19]([CH3:22])([CH3:21])[CH3:20])[CH3:15])[S:12][CH:13]=1)([OH:8])=[O:6], predict the reactants needed to synthesize it.